The task is: Predict the product of the given reaction.. This data is from Forward reaction prediction with 1.9M reactions from USPTO patents (1976-2016). (1) Given the reactants Cl[C:2]([O:4][CH2:5][Cl:6])=[O:3].[CH2:7]([NH:9][CH2:10][CH3:11])[CH3:8], predict the reaction product. The product is: [CH2:7]([N:9]([CH2:10][CH3:11])[C:2](=[O:3])[O:4][CH2:5][Cl:6])[CH3:8]. (2) Given the reactants C1N=CN([C:6](N2C=NC=C2)=[S:7])C=1.[OH:13][CH2:14][C:15]([NH:18][C:19]1[S:20][CH:21]=[C:22]([C:24]2[CH:31]=[CH:30][C:27]([C:28]#[N:29])=[CH:26][CH:25]=2)[N:23]=1)([CH3:17])[CH3:16], predict the reaction product. The product is: [CH3:16][C:15]1([CH3:17])[CH2:14][O:13][C:6](=[S:7])[N:18]1[C:19]1[S:20][CH:21]=[C:22]([C:24]2[CH:25]=[CH:26][C:27]([C:28]#[N:29])=[CH:30][CH:31]=2)[N:23]=1. (3) Given the reactants Cl.[NH2:2][C@@H:3]1[C:9](=[O:10])[N:8]([CH2:11][C:12]2[C:21]3[C:16](=[CH:17][C:18]([Br:22])=[CH:19][CH:20]=3)[CH:15]=[CH:14][C:13]=2[O:23][CH3:24])[C:7]2[CH:25]=[CH:26][C:27]([C:29]#[N:30])=[CH:28][C:6]=2[NH:5][CH2:4]1.[N:31]([C:38]([O:40][C:41]([CH3:44])([CH3:43])[CH3:42])=[O:39])([CH3:37])[C@H:32]([C:34](O)=[O:35])[CH3:33].C1C=CC2N(O)N=NC=2C=1.CCN(C(C)C)C(C)C.CN(C(ON1N=NC2C=CC=CC1=2)=[N+](C)C)C.F[P-](F)(F)(F)(F)F, predict the reaction product. The product is: [C:41]([O:40][C:38](=[O:39])[N:31]([C@H:32]([C:34](=[O:35])[NH:2][C@@H:3]1[C:9](=[O:10])[N:8]([CH2:11][C:12]2[C:21]3[C:16](=[CH:17][C:18]([Br:22])=[CH:19][CH:20]=3)[CH:15]=[CH:14][C:13]=2[O:23][CH3:24])[C:7]2[CH:25]=[CH:26][C:27]([C:29]#[N:30])=[CH:28][C:6]=2[NH:5][CH2:4]1)[CH3:33])[CH3:37])([CH3:42])([CH3:43])[CH3:44]. (4) Given the reactants [CH3:1][CH:2]([CH3:17])[CH2:3][N:4]1[C:16]2[C:15]3[N:14]=[CH:13][CH:12]=[CH:11][C:10]=3[N:9]=[CH:8][C:7]=2[N:6]=[CH:5]1.ClC1C=C(C=CC=1)C(OO)=[O:23], predict the reaction product. The product is: [CH3:1][CH:2]([CH3:17])[CH2:3][N:4]1[C:16]2[C:15]3[N:14]=[CH:13][CH:12]=[CH:11][C:10]=3[N+:9]([O-:23])=[CH:8][C:7]=2[N:6]=[CH:5]1. (5) Given the reactants [F:1][C:2]1[CH:11]=[C:10]([F:12])[CH:9]=[C:8]2[C:3]=1[C:4]([NH:20][C:21]1[CH:22]=[N:23][CH:24]=[C:25]([N:27]3[CH2:32][CH2:31][O:30][CH2:29][CH2:28]3)[CH:26]=1)=[C:5]([CH3:19])[C:6]([N:13]1[CH2:18][CH2:17][NH:16][CH2:15][CH2:14]1)=[N:7]2.[F:33][C:34]([F:39])([F:38])[CH2:35][CH:36]=O, predict the reaction product. The product is: [F:1][C:2]1[CH:11]=[C:10]([F:12])[CH:9]=[C:8]2[C:3]=1[C:4]([NH:20][C:21]1[CH:22]=[N:23][CH:24]=[C:25]([N:27]3[CH2:32][CH2:31][O:30][CH2:29][CH2:28]3)[CH:26]=1)=[C:5]([CH3:19])[C:6]([N:13]1[CH2:14][CH2:15][N:16]([CH2:36][CH2:35][C:34]([F:39])([F:38])[F:33])[CH2:17][CH2:18]1)=[N:7]2. (6) Given the reactants O=P(Cl)(Cl)Cl.[CH3:6][O:7][C:8]1[CH:16]=[C:15]2[C:11]([CH:12]=[C:13]([C:17]([O:19][CH3:20])=[O:18])[NH:14]2)=[CH:10][CH:9]=1.CN([CH:24]=[O:25])C, predict the reaction product. The product is: [CH:24]([C:12]1[C:11]2[C:15](=[CH:16][C:8]([O:7][CH3:6])=[CH:9][CH:10]=2)[NH:14][C:13]=1[C:17]([O:19][CH3:20])=[O:18])=[O:25].